From a dataset of Reaction yield outcomes from USPTO patents with 853,638 reactions. Predict the reaction yield, written as a fraction of the theoretical maximum amount of product (1.0 means a 100% yield; for example, 0.34 means a 34% yield). (1) The reactants are FC(F)(F)CC(CC(F)(F)F)C(P(=O)([O-])[O-])C(N(C)C)=O.C(C(C1C=CC=C(OC)C=1)=O)C.[CH3:34][O:35][C:36]1[CH:37]=[C:38](/[C:42](/[CH2:50][CH3:51])=[C:43](/[CH3:49])\[C:44]([N:46]([CH3:48])[CH3:47])=[O:45])[CH:39]=[CH:40][CH:41]=1. No catalyst specified. The product is [CH3:34][O:35][C:36]1[CH:37]=[C:38]([C:42]([CH2:50][CH3:51])=[C:43]([CH3:49])[C:44]([N:46]([CH3:48])[CH3:47])=[O:45])[CH:39]=[CH:40][CH:41]=1. The yield is 0.750. (2) The reactants are [Cl:1][C:2]1[CH:3]=[C:4](/[CH:19]=[CH:20]/[C:21]#[N:22])[CH:5]=[C:6]([O:8][C:9]2[CH:14]=[CH:13][C:12]([NH:15][CH3:16])=[CH:11][C:10]=2[O:17][CH3:18])[CH:7]=1.C([O-])([O-])=O.[Cs+].[Cs+].[Br:29][CH2:30]CBr. The catalyst is CC(C)=O. The product is [Br:29][CH2:30][CH2:18][O:17][C:10]1[CH:11]=[C:12]([NH:15][CH3:16])[CH:13]=[CH:14][C:9]=1[O:8][C:6]1[CH:5]=[C:4](/[CH:19]=[CH:20]/[C:21]#[N:22])[CH:3]=[C:2]([Cl:1])[CH:7]=1. The yield is 0.230. (3) The reactants are [CH3:1][N:2]1[CH:6]=[C:5]([C:7]2[CH:12]=C(C#N)[CH:10]=[CH:9][N:8]=2)[N:4]=[CH:3]1.[OH-:15].[Na+].[CH3:17][CH2:18][OH:19]. No catalyst specified. The product is [CH3:1][N:2]1[CH:6]=[C:5]([C:7]2[CH:12]=[C:17]([C:18]([OH:15])=[O:19])[CH:10]=[CH:9][N:8]=2)[N:4]=[CH:3]1. The yield is 0.400.